Dataset: Full USPTO retrosynthesis dataset with 1.9M reactions from patents (1976-2016). Task: Predict the reactants needed to synthesize the given product. (1) The reactants are: [Br:1][C:2]1[C:3]([Cl:13])=[C:4]([OH:12])[C:5]([S:8]([CH3:11])(=[O:10])=[O:9])=[CH:6][CH:7]=1.[C:14]1([CH3:20])[CH:19]=[CH:18][CH:17]=[CH:16][CH:15]=1.C(N(CC)CC)C.Br[CH2:29][CH2:30][CH:31]1[O:35][CH2:34][CH2:33][O:32]1. Given the product [C:14]1([CH3:20])[CH:19]=[CH:18][CH:17]=[CH:16][CH:15]=1.[Br:1][C:2]1[C:3]([Cl:13])=[C:4]([C:5]([S:8]([CH3:11])(=[O:10])=[O:9])=[CH:6][CH:7]=1)[O:12][CH2:29][CH2:30][CH:31]1[O:35][CH2:34][CH2:33][O:32]1, predict the reactants needed to synthesize it. (2) Given the product [C:31]([C:35]1[CH:36]=[CH:37][C:38]([C:39]([NH:2][C:3]2[CH:4]=[CH:5][C:6]([CH2:9][CH2:10][O:11][C:12]3[CH:17]=[CH:16][C:15]([CH2:18][C@H:19]([O:23][CH2:24][CH3:25])[C:20]([OH:22])=[O:21])=[CH:14][CH:13]=3)=[CH:7][CH:8]=2)=[O:40])=[CH:42][CH:43]=1)([CH3:34])([CH3:32])[CH3:33], predict the reactants needed to synthesize it. The reactants are: Cl.[NH2:2][C:3]1[CH:8]=[CH:7][C:6]([CH2:9][CH2:10][O:11][C:12]2[CH:17]=[CH:16][C:15]([CH2:18][C@H:19]([O:23][CH2:24][CH3:25])[C:20]([OH:22])=[O:21])=[CH:14][CH:13]=2)=[CH:5][CH:4]=1.C(=O)([O-])O.[Na+].[C:31]([C:35]1[CH:43]=[CH:42][C:38]([C:39](Cl)=[O:40])=[CH:37][CH:36]=1)([CH3:34])([CH3:33])[CH3:32]. (3) Given the product [C@H:1]12[CH2:7][C@H:4]([CH2:5][CH2:6]1)[CH2:3][C@H:2]2[C:8]1([CH3:15])[C:12](=[O:13])[N:11]([CH2:17][C:18](=[O:19])[C:20]2[CH:25]=[CH:24][CH:23]=[CH:22][CH:21]=2)[N:10]=[C:9]1[CH3:14], predict the reactants needed to synthesize it. The reactants are: [CH:1]12[CH2:7][CH:4]([CH2:5][CH2:6]1)[CH2:3][CH:2]2[C:8]1([CH3:15])[C:12](=[O:13])[NH:11][N:10]=[C:9]1[CH3:14].Br[CH2:17][C:18]([C:20]1[CH:25]=[CH:24][CH:23]=[CH:22][CH:21]=1)=[O:19]. (4) The reactants are: [N:1]1[CH:6]=[CH:5][CH:4]=[C:3]([S:7]([OH:10])(=O)=[O:8])[CH:2]=1.P(Cl)(Cl)(Cl)(Cl)[Cl:12].[ClH:17]. Given the product [ClH:12].[N:1]1[CH:6]=[CH:5][CH:4]=[C:3]([S:7]([Cl:17])(=[O:10])=[O:8])[CH:2]=1, predict the reactants needed to synthesize it. (5) Given the product [Cl:34][C:33]1[CH:32]=[N:40][CH:36]=[CH:29][C:28]=1[CH2:27][NH:26][C:23]1[CH:22]=[CH:21][C:20]([CH2:19][C:12]2[C:13]3[C:14](=[N:15][CH:16]=[CH:17][CH:18]=3)[NH:10][CH:11]=2)=[CH:25][N:24]=1, predict the reactants needed to synthesize it. The reactants are: C1(S([N:10]2[C:14]3=[N:15][CH:16]=[CH:17][CH:18]=[C:13]3[C:12]([CH2:19][C:20]3[CH:21]=[CH:22][C:23]([NH:26][CH2:27][C:28]4[CH:29]=NC=[CH:32][C:33]=4[Cl:34])=[N:24][CH:25]=3)=[CH:11]2)(=O)=O)C=CC=CC=1.[F-].[CH2:36]([N+:40](CCCC)(CCCC)CCCC)CCC. (6) Given the product [C:1]([O:5][C:6](=[O:16])[NH:7][C:8]1[CH:9]=[CH:10][C:11]([CH:14]=[O:15])=[CH:12][CH:13]=1)([CH3:4])([CH3:2])[CH3:3], predict the reactants needed to synthesize it. The reactants are: [C:1]([O:5][C:6](=[O:16])[NH:7][C:8]1[CH:13]=[CH:12][C:11]([CH2:14][OH:15])=[CH:10][CH:9]=1)([CH3:4])([CH3:3])[CH3:2].O. (7) Given the product [CH3:13][C:10]1([N:14]2[CH2:15][CH2:16][CH:17]([N:20]3[C:21]4[C:22](=[CH:23][CH:24]=[CH:25][CH:26]=4)[CH2:27][C:35]3=[O:37])[CH2:18][CH2:19]2)[CH2:11][CH2:12][NH:8][CH2:9]1, predict the reactants needed to synthesize it. The reactants are: C(OC([N:8]1[CH2:12][CH2:11][C:10]([N:14]2[CH2:19][CH2:18][CH:17]([NH:20][C:21]3[CH:26]=[CH:25][CH:24]=[CH:23][C:22]=3[CH:27]([C:35]([O:37]C(C)(C)C)=O)C(OC(C)(C)C)=O)[CH2:16][CH2:15]2)([CH3:13])[CH2:9]1)=O)(C)(C)C.CC1C=CC(S(O)(=O)=O)=CC=1.[OH-].[Na+].